From a dataset of TCR-epitope binding with 47,182 pairs between 192 epitopes and 23,139 TCRs. Binary Classification. Given a T-cell receptor sequence (or CDR3 region) and an epitope sequence, predict whether binding occurs between them. The epitope is EHPTFTSQYRIQGKL. The TCR CDR3 sequence is CATSGGPAYEQYF. Result: 0 (the TCR does not bind to the epitope).